From a dataset of NCI-60 drug combinations with 297,098 pairs across 59 cell lines. Regression. Given two drug SMILES strings and cell line genomic features, predict the synergy score measuring deviation from expected non-interaction effect. (1) Drug 1: C1CC(=O)NC(=O)C1N2CC3=C(C2=O)C=CC=C3N. Drug 2: CC=C1C(=O)NC(C(=O)OC2CC(=O)NC(C(=O)NC(CSSCCC=C2)C(=O)N1)C(C)C)C(C)C. Cell line: HS 578T. Synergy scores: CSS=55.0, Synergy_ZIP=3.77, Synergy_Bliss=4.09, Synergy_Loewe=-54.6, Synergy_HSA=3.53. (2) Drug 2: CN(CCCl)CCCl.Cl. Cell line: NCI-H522. Drug 1: CC(C)(C#N)C1=CC(=CC(=C1)CN2C=NC=N2)C(C)(C)C#N. Synergy scores: CSS=28.9, Synergy_ZIP=-2.52, Synergy_Bliss=-2.83, Synergy_Loewe=-2.79, Synergy_HSA=-1.95. (3) Drug 1: C(=O)(N)NO. Drug 2: CCC1(C2=C(COC1=O)C(=O)N3CC4=CC5=C(C=CC(=C5CN(C)C)O)N=C4C3=C2)O.Cl. Cell line: OVCAR-8. Synergy scores: CSS=16.6, Synergy_ZIP=-5.77, Synergy_Bliss=0.336, Synergy_Loewe=-30.2, Synergy_HSA=-0.880. (4) Drug 1: C1=CC=C(C=C1)NC(=O)CCCCCCC(=O)NO. Drug 2: C1CC(=O)NC(=O)C1N2C(=O)C3=CC=CC=C3C2=O. Cell line: NCI-H522. Synergy scores: CSS=2.32, Synergy_ZIP=-0.389, Synergy_Bliss=0.0284, Synergy_Loewe=-14.4, Synergy_HSA=-6.85. (5) Drug 1: C1=CC(=C2C(=C1NCCNCCO)C(=O)C3=C(C=CC(=C3C2=O)O)O)NCCNCCO. Drug 2: C1=NNC2=C1C(=O)NC=N2. Cell line: SNB-75. Synergy scores: CSS=56.7, Synergy_ZIP=0.344, Synergy_Bliss=2.39, Synergy_Loewe=-33.5, Synergy_HSA=3.73. (6) Drug 1: CC1C(C(CC(O1)OC2CC(OC(C2O)C)OC3=CC4=CC5=C(C(=O)C(C(C5)C(C(=O)C(C(C)O)O)OC)OC6CC(C(C(O6)C)O)OC7CC(C(C(O7)C)O)OC8CC(C(C(O8)C)O)(C)O)C(=C4C(=C3C)O)O)O)O. Drug 2: COC1=NC(=NC2=C1N=CN2C3C(C(C(O3)CO)O)O)N. Cell line: CCRF-CEM. Synergy scores: CSS=65.3, Synergy_ZIP=0.358, Synergy_Bliss=0.912, Synergy_Loewe=-4.14, Synergy_HSA=0.705.